From a dataset of Forward reaction prediction with 1.9M reactions from USPTO patents (1976-2016). Predict the product of the given reaction. (1) Given the reactants [O:1]1[C:6]2[CH:7]=[CH:8][C:9]([CH2:11][N:12]3[CH2:17][CH2:16][CH:15]([NH:18][CH2:19][CH2:20][N:21]4[C:30]5[C:25](=[CH:26][CH:27]=[C:28]([O:31][CH3:32])[CH:29]=5)[C:24]([C:33]([O:35][CH3:36])=[O:34])=[CH:23][C:22]4=[O:37])[CH2:14][CH2:13]3)=[CH:10][C:5]=2[O:4][CH2:3][CH2:2]1.[ClH:38].C(OCC)(=O)C, predict the reaction product. The product is: [ClH:38].[O:1]1[C:6]2[CH:7]=[CH:8][C:9]([CH2:11][N:12]3[CH2:13][CH2:14][CH:15]([NH:18][CH2:19][CH2:20][N:21]4[C:30]5[C:25](=[CH:26][CH:27]=[C:28]([O:31][CH3:32])[CH:29]=5)[C:24]([C:33]([O:35][CH3:36])=[O:34])=[CH:23][C:22]4=[O:37])[CH2:16][CH2:17]3)=[CH:10][C:5]=2[O:4][CH2:3][CH2:2]1. (2) Given the reactants [CH3:1][O:2][C:3](=[O:22])[CH2:4][C:5]1[CH:10]=[CH:9][C:8]([O:11][C:12]2[C:13]3[CH2:21][CH2:20][CH2:19][C:14]=3[N:15]=[C:16](Cl)[N:17]=2)=[CH:7][CH:6]=1.[OH:23][C:24]1[CH:29]=[CH:28][C:27](B(O)O)=[CH:26][CH:25]=1.P([O-])([O-])([O-])=O.[K+].[K+].[K+].[Cl-].[Na+], predict the reaction product. The product is: [CH3:1][O:2][C:3](=[O:22])[CH2:4][C:5]1[CH:10]=[CH:9][C:8]([O:11][C:12]2[C:13]3[CH2:21][CH2:20][CH2:19][C:14]=3[N:15]=[C:16]([C:27]3[CH:28]=[CH:29][C:24]([OH:23])=[CH:25][CH:26]=3)[N:17]=2)=[CH:7][CH:6]=1.